From a dataset of Full USPTO retrosynthesis dataset with 1.9M reactions from patents (1976-2016). Predict the reactants needed to synthesize the given product. (1) Given the product [O:37]=[C:36]1[CH:24]2[CH2:25][N:26]([C:29]([O:31][C:32]([CH3:33])([CH3:34])[CH3:35])=[O:30])[CH2:27][CH2:28][N:23]2[C:21](=[O:22])[O:38]1, predict the reactants needed to synthesize it. The reactants are: N1C=CC=CC=1.CN(C=O)C.S(Cl)(Cl)=O.C(O[C:21]([N:23]1[CH2:28][CH2:27][N:26]([C:29]([O:31][C:32]([CH3:35])([CH3:34])[CH3:33])=[O:30])[CH2:25][CH:24]1[C:36]([OH:38])=[O:37])=[O:22])(C)(C)C. (2) The reactants are: [C:1]([C:3]1[CH:8]=[CH:7][C:6]([NH:9][C:10]([C@:12]2([CH3:15])[CH2:14][O:13]2)=[O:11])=[CH:5][C:4]=1[C:16]([F:19])([F:18])[F:17])#[N:2].[Na].[F:21][C:22]1[CH:27]=[CH:26][C:25]([S:28]([O-:30])=[O:29])=[CH:24][CH:23]=1. Given the product [CH3:15][C:12]([OH:13])([C:10]([NH:9][C:6]1[CH:7]=[CH:8][C:3]([C:1]#[N:2])=[C:4]([C:16]([F:19])([F:18])[F:17])[CH:5]=1)=[O:11])[CH2:14][S:28]([C:25]1[CH:24]=[CH:23][C:22]([F:21])=[CH:27][CH:26]=1)(=[O:30])=[O:29], predict the reactants needed to synthesize it. (3) Given the product [Br:1][CH2:2][C:3]([NH:10][CH2:6][CH2:7][CH:8]=[CH2:9])=[O:4], predict the reactants needed to synthesize it. The reactants are: [Br:1][CH2:2][C:3](Br)=[O:4].[CH2:6]([NH2:10])[CH2:7][CH:8]=[CH2:9].C(N(CC)CC)C. (4) Given the product [NH2:12][C:3]1[CH:4]=[C:5]([CH:10]=[CH:11][C:2]=1[F:1])[C:6]([O:8][CH3:9])=[O:7], predict the reactants needed to synthesize it. The reactants are: [F:1][C:2]1[CH:11]=[CH:10][C:5]([C:6]([O:8][CH3:9])=[O:7])=[CH:4][C:3]=1[N+:12]([O-])=O. (5) Given the product [CH3:1][C:2]1[C:3]([CH3:32])=[CH:4][C:5]2[N:14]([CH2:15][C:16]([NH:18][CH2:19][CH2:20][P:21](=[O:22])([OH:25])[OH:28])=[O:17])[C:13]3[C:8]([C:9](=[O:30])[NH:10][C:11](=[O:29])[N:12]=3)=[N:7][C:6]=2[CH:31]=1, predict the reactants needed to synthesize it. The reactants are: [CH3:1][C:2]1[C:3]([CH3:32])=[CH:4][C:5]2[N:14]([CH2:15][C:16]([NH:18][CH2:19][CH2:20][P:21](=[O:28])([O:25]CC)[O:22]CC)=[O:17])[C:13]3[C:8]([C:9](=[O:30])[NH:10][C:11](=[O:29])[N:12]=3)=[N:7][C:6]=2[CH:31]=1.Br[Si](C)(C)C.